From a dataset of Reaction yield outcomes from USPTO patents with 853,638 reactions. Predict the reaction yield, written as a fraction of the theoretical maximum amount of product (1.0 means a 100% yield; for example, 0.34 means a 34% yield). (1) The catalyst is ClCCl. The yield is 0.545. The product is [C:1]([NH:5][C:6]([C:8]1[C:12]2=[N:13][C:14]([C:17]3[C:25]4[C:20](=[CH:21][C:22]([F:26])=[CH:23][CH:24]=4)[N:19]([CH2:27][CH2:28][CH:29]([OH:30])[CH2:33][OH:32])[N:18]=3)=[CH:15][N:16]=[C:11]2[NH:10][CH:9]=1)=[O:7])([CH3:4])([CH3:2])[CH3:3]. The reactants are [C:1]([NH:5][C:6]([C:8]1[C:12]2=[N:13][C:14]([C:17]3[C:25]4[C:20](=[CH:21][C:22]([F:26])=[CH:23][CH:24]=4)[N:19]([CH2:27][CH2:28][CH:29]4[CH2:33][O:32]C(C)(C)[O:30]4)[N:18]=3)=[CH:15][N:16]=[C:11]2[N:10](C(C2C=CC=CC=2)(C2C=CC=CC=2)C2C=CC=CC=2)[CH:9]=1)=[O:7])([CH3:4])([CH3:3])[CH3:2].FC(F)(F)C(O)=O. (2) The reactants are [C:1]([C:3]1([CH2:9][C:10]#[N:11])[CH2:8][CH2:7][CH2:6][CH2:5][CH2:4]1)#[N:2].P([O-])([O-])([O-])=[O:13].[K+].[K+].[K+]. The product is [C:1]([C:3]1([CH2:9][C:10]([NH2:11])=[O:13])[CH2:8][CH2:7][CH2:6][CH2:5][CH2:4]1)#[N:2]. No catalyst specified. The yield is 0.827. (3) The catalyst is CN(C)C=O.C(OCC)(=O)C. The product is [F:1][C:2]1[CH:3]=[CH:4][C:5]([C@@H:8]2[CH2:13][C:12](=[O:14])[N:11]([CH2:27][C:26]3[CH:29]=[CH:30][C:23]([O:22][CH3:21])=[CH:24][CH:25]=3)[CH2:10][C@H:9]2[C:15]([O:17][CH3:18])=[O:16])=[CH:6][CH:7]=1. The reactants are [F:1][C:2]1[CH:7]=[CH:6][C:5]([C@@H:8]2[CH2:13][C:12](=[O:14])[NH:11][CH2:10][C@H:9]2[C:15]([O:17][CH3:18])=[O:16])=[CH:4][CH:3]=1.[H-].[Na+].[CH3:21][O:22][C:23]1[CH:30]=[CH:29][C:26]([CH2:27]Br)=[CH:25][CH:24]=1.[Cl-].[NH4+]. The yield is 0.600.